From a dataset of NCI-60 drug combinations with 297,098 pairs across 59 cell lines. Regression. Given two drug SMILES strings and cell line genomic features, predict the synergy score measuring deviation from expected non-interaction effect. (1) Drug 1: CN(C)N=NC1=C(NC=N1)C(=O)N. Drug 2: C1=NC2=C(N1)C(=S)N=C(N2)N. Cell line: SW-620. Synergy scores: CSS=7.64, Synergy_ZIP=-1.50, Synergy_Bliss=2.15, Synergy_Loewe=-15.6, Synergy_HSA=-2.74. (2) Drug 1: C1=CC(=CC=C1CC(C(=O)O)N)N(CCCl)CCCl.Cl. Drug 2: CC12CCC3C(C1CCC2O)C(CC4=C3C=CC(=C4)O)CCCCCCCCCS(=O)CCCC(C(F)(F)F)(F)F. Cell line: SNB-75. Synergy scores: CSS=1.26, Synergy_ZIP=-1.43, Synergy_Bliss=-1.85, Synergy_Loewe=-3.44, Synergy_HSA=-3.87. (3) Synergy scores: CSS=2.85, Synergy_ZIP=5.13, Synergy_Bliss=0.958, Synergy_Loewe=-14.5, Synergy_HSA=-0.332. Drug 2: CC1=C2C(C(=O)C3(C(CC4C(C3C(C(C2(C)C)(CC1OC(=O)C(C(C5=CC=CC=C5)NC(=O)C6=CC=CC=C6)O)O)OC(=O)C7=CC=CC=C7)(CO4)OC(=O)C)O)C)OC(=O)C. Drug 1: CCCCCOC(=O)NC1=NC(=O)N(C=C1F)C2C(C(C(O2)C)O)O. Cell line: UO-31. (4) Drug 1: CCC1(C2=C(COC1=O)C(=O)N3CC4=CC5=C(C=CC(=C5CN(C)C)O)N=C4C3=C2)O.Cl. Drug 2: COCCOC1=C(C=C2C(=C1)C(=NC=N2)NC3=CC=CC(=C3)C#C)OCCOC.Cl. Cell line: SNB-19. Synergy scores: CSS=37.4, Synergy_ZIP=-5.70, Synergy_Bliss=-1.29, Synergy_Loewe=1.57, Synergy_HSA=1.96. (5) Drug 1: C1=CC=C(C(=C1)C(C2=CC=C(C=C2)Cl)C(Cl)Cl)Cl. Drug 2: C1CC(=O)NC(=O)C1N2C(=O)C3=CC=CC=C3C2=O. Cell line: NCI-H460. Synergy scores: CSS=1.16, Synergy_ZIP=0.0577, Synergy_Bliss=1.23, Synergy_Loewe=0.191, Synergy_HSA=0.428. (6) Drug 1: C1=NC2=C(N=C(N=C2N1C3C(C(C(O3)CO)O)O)F)N. Drug 2: CCCCCOC(=O)NC1=NC(=O)N(C=C1F)C2C(C(C(O2)C)O)O. Cell line: SR. Synergy scores: CSS=-1.06, Synergy_ZIP=-1.26, Synergy_Bliss=-2.34, Synergy_Loewe=-4.25, Synergy_HSA=-4.18. (7) Drug 1: CN(C)C1=NC(=NC(=N1)N(C)C)N(C)C. Drug 2: C1=NC2=C(N=C(N=C2N1C3C(C(C(O3)CO)O)F)Cl)N. Cell line: U251. Synergy scores: CSS=7.31, Synergy_ZIP=-0.198, Synergy_Bliss=-2.17, Synergy_Loewe=-42.5, Synergy_HSA=-4.14.